Dataset: Forward reaction prediction with 1.9M reactions from USPTO patents (1976-2016). Task: Predict the product of the given reaction. (1) The product is: [N+:17]([C:20]1[CH:21]=[CH:22][C:23]([N:26]2[C:5]([C:7]3[CH:12]=[CH:11][CH:10]=[CH:9][CH:8]=3)=[CH:4][C:3]([C:2]([F:15])([F:14])[F:1])=[N:27]2)=[CH:24][CH:25]=1)([O-:19])=[O:18]. Given the reactants [F:1][C:2]([F:15])([F:14])[C:3](=O)[CH2:4][C:5]([C:7]1[CH:12]=[CH:11][CH:10]=[CH:9][CH:8]=1)=O.Cl.[N+:17]([C:20]1[CH:25]=[CH:24][C:23]([NH:26][NH2:27])=[CH:22][CH:21]=1)([O-:19])=[O:18], predict the reaction product. (2) Given the reactants [N+:1]([C:4]1[CH:9]=[CH:8][C:7]([C:10]2([C:13]([O:15]CC)=[O:14])[CH2:12][CH2:11]2)=[CH:6][CH:5]=1)([O-:3])=[O:2].[OH-].[Na+], predict the reaction product. The product is: [N+:1]([C:4]1[CH:5]=[CH:6][C:7]([C:10]2([C:13]([OH:15])=[O:14])[CH2:12][CH2:11]2)=[CH:8][CH:9]=1)([O-:3])=[O:2].